From a dataset of Reaction yield outcomes from USPTO patents with 853,638 reactions. Predict the reaction yield, written as a fraction of the theoretical maximum amount of product (1.0 means a 100% yield; for example, 0.34 means a 34% yield). (1) The reactants are Cl[C:2]1[N:7]=[CH:6][N:5]([CH2:8][C:9]2[CH:14]=[CH:13][C:12]([Cl:15])=[CH:11][CH:10]=2)[C:4](=[O:16])[N:3]=1.C(=O)([O-])[O-].[K+].[K+].[F:23][C:24]1[CH:29]=[CH:28][C:27]([N:30]2[CH2:35][CH2:34][CH:33]([NH2:36])[CH2:32][CH2:31]2)=[CH:26][CH:25]=1. The catalyst is C(Cl)(Cl)Cl.O. The product is [Cl:15][C:12]1[CH:13]=[CH:14][C:9]([CH2:8][N:5]2[CH:6]=[N:7][C:2]([NH:36][CH:33]3[CH2:34][CH2:35][N:30]([C:27]4[CH:28]=[CH:29][C:24]([F:23])=[CH:25][CH:26]=4)[CH2:31][CH2:32]3)=[N:3][C:4]2=[O:16])=[CH:10][CH:11]=1. The yield is 0.520. (2) The reactants are [F:1][C:2]([F:23])([F:22])[CH2:3][S:4][C:5]1[CH:12]=[C:11]([C:13]2[C:14]([C:18]([F:21])([F:20])[F:19])=[N:15][NH:16][CH:17]=2)[CH:10]=[CH:9][C:6]=1[CH:7]=O.[C:24](=O)([O-])[O-].[K+].[K+].O1CCOCC1. The catalyst is [Br-].C[P+](C1C=CC=CC=1)(C1C=CC=CC=1)C1C=CC=CC=1.O. The product is [F:1][C:2]([F:23])([F:22])[CH2:3][S:4][C:5]1[CH:12]=[C:11]([C:13]2[C:14]([C:18]([F:21])([F:20])[F:19])=[N:15][NH:16][CH:17]=2)[CH:10]=[CH:9][C:6]=1[CH:7]=[CH2:24]. The yield is 0.438. (3) The reactants are [CH:1]1([C:4]2[CH:9]=[CH:8][CH:7]=[C:6]([F:10])[C:5]=2[CH2:11]O)[CH2:3][CH2:2]1.S(Cl)([Cl:15])=O. The catalyst is ClCCl. The product is [Cl:15][CH2:11][C:5]1[C:6]([F:10])=[CH:7][CH:8]=[CH:9][C:4]=1[CH:1]1[CH2:3][CH2:2]1. The yield is 0.540. (4) The reactants are [NH2:1][C:2]1[C:7]([OH:8])=[CH:6][CH:5]=[CH:4][N:3]=1.[F:9][C:10]([F:14])([F:13])[CH2:11]I. The catalyst is CN(C=O)C.[H-].[Na+]. The product is [F:9][C:10]([F:14])([F:13])[CH2:11][O:8][C:7]1[C:2]([NH2:1])=[N:3][CH:4]=[CH:5][CH:6]=1. The yield is 0.640.